Task: Predict the product of the given reaction.. Dataset: Forward reaction prediction with 1.9M reactions from USPTO patents (1976-2016) (1) Given the reactants C(P(C(C)(C)C)C(C)(C)C)(C)(C)C.C(NC(C)C)(C)C.Br[C:22]1[CH:27]=[CH:26][CH:25]=[C:24]([CH:28]([F:33])[CH2:29][CH2:30][CH2:31][F:32])[CH:23]=1.[F:34][CH:35]([F:45])[O:36][C:37]1[CH:42]=[CH:41][C:40]([C:43]#[CH:44])=[CH:39][CH:38]=1, predict the reaction product. The product is: [F:34][CH:35]([F:45])[O:36][C:37]1[CH:42]=[CH:41][C:40]([C:43]#[C:44][C:22]2[CH:23]=[C:24]([CH:28]([F:33])[CH2:29][CH2:30][CH2:31][F:32])[CH:25]=[CH:26][CH:27]=2)=[CH:39][CH:38]=1. (2) Given the reactants [C:1]([O:5][C:6]([N:8]1[CH2:12][C@H:11]([CH2:13][NH:14][C:15]2[CH:20]=[CH:19][C:18]([Cl:21])=[CH:17][CH:16]=2)[C@@H:10]([CH2:22][C:23]2[CH:28]=[CH:27][CH:26]=[CH:25][CH:24]=2)[CH2:9]1)=[O:7])([CH3:4])([CH3:3])[CH3:2].Cl[CH2:30][C:31]1[CH:36]=[CH:35][CH:34]=[CH:33][C:32]=1[O:37][C:38](=[O:40])[CH3:39].C([O-])([O-])=O.[K+].[K+].[Na+].[I-].C([O-])(O)=O.[Na+], predict the reaction product. The product is: [C:1]([O:5][C:6]([N:8]1[CH2:9][C@H:10]([CH2:22][C:23]2[CH:24]=[CH:25][CH:26]=[CH:27][CH:28]=2)[C@@H:11]([CH2:13][N:14]([CH2:30][C:31]2[CH:36]=[CH:35][CH:34]=[CH:33][C:32]=2[O:37][C:38](=[O:40])[CH3:39])[C:15]2[CH:16]=[CH:17][C:18]([Cl:21])=[CH:19][CH:20]=2)[CH2:12]1)=[O:7])([CH3:4])([CH3:2])[CH3:3]. (3) Given the reactants Cl[CH:2]([C:8]([C:10]1[CH:15]=[CH:14][CH:13]=[CH:12][C:11]=1[Cl:16])=O)[C:3]([O:5][CH2:6][CH3:7])=[O:4].[NH2:17][C:18]([C:20]1[CH:25]=[CH:24][N:23]=[C:22]([NH:26][C:27](=[O:29])[CH3:28])[CH:21]=1)=[S:19], predict the reaction product. The product is: [C:27]([NH:26][C:22]1[CH:21]=[C:20]([C:18]2[S:19][C:2]([C:3]([O:5][CH2:6][CH3:7])=[O:4])=[C:8]([C:10]3[CH:15]=[CH:14][CH:13]=[CH:12][C:11]=3[Cl:16])[N:17]=2)[CH:25]=[CH:24][N:23]=1)(=[O:29])[CH3:28]. (4) Given the reactants [OH-].[Na+].C[O:4][C:5]([C:7]1[C:22](=[O:23])[NH:21][C:10]2[N:11]=[C:12]([N:15]3[CH2:20][CH2:19][CH2:18][CH2:17][CH2:16]3)[N:13]=[CH:14][C:9]=2[CH:8]=1)=[O:6], predict the reaction product. The product is: [O:23]=[C:22]1[NH:21][C:10]2[N:11]=[C:12]([N:15]3[CH2:20][CH2:19][CH2:18][CH2:17][CH2:16]3)[N:13]=[CH:14][C:9]=2[CH:8]=[C:7]1[C:5]([OH:6])=[O:4]. (5) Given the reactants [NH2:1][C:2]1([C:12]([OH:14])=[O:13])[C:10]2[C:5](=[CH:6][C:7]([Br:11])=[CH:8][CH:9]=2)[CH2:4][CH2:3]1.S(Cl)(Cl)=O.[CH3:19][CH2:20]O, predict the reaction product. The product is: [NH2:1][C:2]1([C:12]([O:14][CH2:19][CH3:20])=[O:13])[C:10]2[C:5](=[CH:6][C:7]([Br:11])=[CH:8][CH:9]=2)[CH2:4][CH2:3]1.